From a dataset of Forward reaction prediction with 1.9M reactions from USPTO patents (1976-2016). Predict the product of the given reaction. Given the reactants [Cl:1][C:2]1[C:7]([Cl:8])=[CH:6][CH:5]=[CH:4][C:3]=1[N:9]1[CH2:14][CH2:13][N:12]([CH2:15][CH2:16][CH2:17][C:18]([O:20][C:21]2[CH:30]=[C:29]3[C:24]([CH2:25][CH2:26][C:27](=[O:31])[NH:28]3)=[CH:23][CH:22]=2)=[O:19])[CH2:11][CH2:10]1.Cl.COC1C=CC=CC=1N1CCN(CCCC(OC2C=C3C(CCC(=O)N3)=CC=2)=O)CC1, predict the reaction product. The product is: [ClH:1].[Cl:1][C:2]1[C:7]([Cl:8])=[CH:6][CH:5]=[CH:4][C:3]=1[N:9]1[CH2:10][CH2:11][N:12]([CH2:15][CH2:16][CH2:17][C:18]([O:20][C:21]2[CH:30]=[C:29]3[C:24]([CH2:25][CH2:26][C:27](=[O:31])[NH:28]3)=[CH:23][CH:22]=2)=[O:19])[CH2:13][CH2:14]1.